Predict the product of the given reaction. From a dataset of Forward reaction prediction with 1.9M reactions from USPTO patents (1976-2016). (1) Given the reactants C(=O)([O-])[O-].[Cs+].[Cs+].[CH3:7][C@@H:8]1[CH2:13][N:12]([C:14]2[N:18]=[C:17]([C:19]3([CH3:23])[CH2:22][O:21][CH2:20]3)[O:16][N:15]=2)[CH2:11][CH2:10][N:9]1[C:24]1[N:29]=[CH:28][C:27]([OH:30])=[CH:26][N:25]=1.Cl[CH2:32][C:33]1[C:38]([C:39]#[N:40])=[CH:37][N:36]=[CH:35][CH:34]=1, predict the reaction product. The product is: [CH3:7][C@@H:8]1[CH2:13][N:12]([C:14]2[N:18]=[C:17]([C:19]3([CH3:23])[CH2:20][O:21][CH2:22]3)[O:16][N:15]=2)[CH2:11][CH2:10][N:9]1[C:24]1[N:25]=[CH:26][C:27]([O:30][CH2:32][C:33]2[C:38]([C:39]#[N:40])=[CH:37][N:36]=[CH:35][CH:34]=2)=[CH:28][N:29]=1. (2) Given the reactants Cl[C:2]1[C:11]2[C:6](=[CH:7][C:8]([O:14][CH2:15][CH2:16][CH2:17][N:18]3[CH2:23][CH2:22][N:21]([CH3:24])[CH2:20][CH2:19]3)=[C:9]([O:12][CH3:13])[CH:10]=2)[N:5]=[CH:4][N:3]=1.[NH2:25][C:26]1[S:27][C:28]2[CH:34]=[C:33]([NH:35][C:36]([NH:38][C:39]3[CH:44]=[CH:43][C:42]([Cl:45])=[C:41]([C:46]([F:49])([F:48])[F:47])[CH:40]=3)=[O:37])[CH:32]=[CH:31][C:29]=2[N:30]=1, predict the reaction product. The product is: [Cl:45][C:42]1[CH:43]=[CH:44][C:39]([NH:38][C:36]([NH:35][C:33]2[CH:32]=[CH:31][C:29]3[N:30]=[C:26]([NH:25][C:2]4[C:11]5[C:6](=[CH:7][C:8]([O:14][CH2:15][CH2:16][CH2:17][N:18]6[CH2:23][CH2:22][N:21]([CH3:24])[CH2:20][CH2:19]6)=[C:9]([O:12][CH3:13])[CH:10]=5)[N:5]=[CH:4][N:3]=4)[S:27][C:28]=3[CH:34]=2)=[O:37])=[CH:40][C:41]=1[C:46]([F:48])([F:47])[F:49]. (3) Given the reactants C([O:8][C:9]1[CH:14]=[CH:13][C:12]([CH2:15][CH2:16][C:17]([CH:19]2[CH2:23][CH2:22][CH2:21][CH2:20]2)=[O:18])=[CH:11][C:10]=1[Cl:24])C1C=CC=CC=1, predict the reaction product. The product is: [Cl:24][C:10]1[CH:11]=[C:12]([CH2:15][CH2:16][C:17]([CH:19]2[CH2:23][CH2:22][CH2:21][CH2:20]2)=[O:18])[CH:13]=[CH:14][C:9]=1[OH:8].